From a dataset of Experimentally validated miRNA-target interactions with 360,000+ pairs, plus equal number of negative samples. Binary Classification. Given a miRNA mature sequence and a target amino acid sequence, predict their likelihood of interaction. (1) The miRNA is hsa-miR-3116 with sequence UGCCUGGAACAUAGUAGGGACU. The protein sequence of the target gene is MAEIIQERIEDRLPELEQLERIGLFSHAEIKAIIKKASDLEYKIQRRTLFKEDFINYVQYEINLLELIQRRRTRIGYSFKKDEIENSIVHRVQGVFQRASAKWKDDVQLWLSYVAFCKKWATKTRLSKVFSAMLAIHSNKPALWIMAAKWEMEDRLSSESARQLFLRALRFHPECPKLYKEYFRMELMHAEKLRKEKEEFEKASMDVENPDYSEEILKGELAWIIYKNSVSIIKGAEFHVSLLSIAQLFDFAKDLQKEIYDDLQALHTDDPLTWDYVARRELEIESQTEEQPTTKQAKAV.... Result: 1 (interaction). (2) The miRNA is hsa-miR-579-3p with sequence UUCAUUUGGUAUAAACCGCGAUU. The protein sequence of the target gene is MQLQVFWTGLEYTCRLLGITTAAVLIGVGTETFLQGQFKSLAFYLLFTGAAVSICEGAYFVAQLLAICFQCQPGSLADRVREKAHWLGCFQKFLAYLLLSVACFLHPVLVWHVTIPGSMLIITGLAYFLLSKRKKRKAAPEVLASPEQYTDPSSSAVSTTGSGDTEQTYTFHGALKEGPSSLFIHMKSILKGTKKPSALQPPNTLMELSLEPADSLAKKKQVHFEDNLVRIVPSLAEGLDDGDSEPEETTSDTTPIIPPPQAPLFLSSLTATGLF. Result: 1 (interaction). (3) The miRNA is hsa-miR-3152-5p with sequence AUUGCCUCUGUUCUAACACAAG. The protein sequence of the target gene is MSYAEKPDEITKDEWMEKLNNLHVQRADMNRLIMNYLVTEGFKEAAEKFRMESGIEPSVDLETLDERIKIREMILKGQIQEAIALINSLHPELLDTNRYLYFHLQQQHLIELIRQRETEAALEFAQTQLAEQGEESRECLTEMERTLALLAFDSPEESPFGDLLHTMQRQKVWSEVNQAVLDYENRESTPKLAKLLKLLLWAQNELDQKKVKYPKMTDLSKGVIEEPK. Result: 0 (no interaction). (4) The protein sequence of the target gene is MDHSLGWQGNSVPEDGTEAGIKHFLEDSSDDAELSKFVKDFPGSEPYHSAESKTRVARPQILEPRPQSPDLCDDDVEFRGSLWPQPSDSQQYFSAPAPLSPSSRPRSPWGKLDPYDSSEDDKEYVGFATLPNQVHRKSVKKGFDFTLMVAGESGLGKSTLVNSLFLTDLYRDRKLLGAEERIMQTVEITKHAVDIEEKGVRLRLTIVDTPGFGDAVNNTECWKPVAEYIDQQFEQYFRDESGLNRKNIQDNRVHCCLYFISPFGHGLRPLDVEFMKALHQRVNIVPILAKADTLTPPEVD.... Result: 0 (no interaction). The miRNA is hsa-miR-4789-3p with sequence CACACAUAGCAGGUGUAUAUA.